This data is from Reaction yield outcomes from USPTO patents with 853,638 reactions. The task is: Predict the reaction yield, written as a fraction of the theoretical maximum amount of product (1.0 means a 100% yield; for example, 0.34 means a 34% yield). (1) The reactants are [CH2:1]([C:5]1=[CH:6][N:7]([C:23]([CH3:26])([CH3:25])[CH3:24])[S:8]/[C:9]/1=[N:10]\[C:11](=[O:22])[C:12]1[CH:17]=[C:16]([C:18]#[N:19])[CH:15]=[CH:14][C:13]=1[O:20][CH3:21])[CH2:2][CH2:3][CH3:4].S(=O)(=O)(O)[OH:28].C([O-])([O-])=O.[Na+].[Na+]. The catalyst is O. The product is [CH2:1]([C:5]1=[CH:6][N:7]([C:23]([CH3:25])([CH3:24])[CH3:26])[S:8]/[C:9]/1=[N:10]\[C:11](=[O:22])[C:12]1[CH:17]=[C:16]([CH:15]=[CH:14][C:13]=1[O:20][CH3:21])[C:18]([NH2:19])=[O:28])[CH2:2][CH2:3][CH3:4]. The yield is 0.930. (2) The reactants are CCCCCC.[Li]CCCC.Br[C:13]1[S:17][C:16]([C:18]2[S:19][C:20](Br)=[CH:21][CH:22]=2)=[CH:15][CH:14]=1.[CH3:24][Sn:25](Cl)([CH3:27])[CH3:26]. The product is [CH3:24][Sn:25]([CH3:27])([CH3:26])[C:13]1[S:17][C:16]([C:18]2[S:19][C:20]([Sn:25]([CH3:27])([CH3:26])[CH3:24])=[CH:21][CH:22]=2)=[CH:15][CH:14]=1. The yield is 0.950. The catalyst is C1COCC1. (3) The reactants are [Cl:1][C:2]1[CH:3]=[C:4]([S:8]([NH:11][C:12]2[CH:20]=[CH:19][C:15]([C:16]([OH:18])=[O:17])=[C:14]([OH:21])[CH:13]=2)(=[O:10])=[O:9])[S:5][C:6]=1[Cl:7].[O:22]1[CH2:26][CH2:25][CH:24]([CH2:27]O)[CH2:23]1. No catalyst specified. The product is [Cl:1][C:2]1[CH:3]=[C:4]([S:8]([NH:11][C:12]2[CH:20]=[CH:19][C:15]([C:16]([O:18][CH2:27][CH:24]3[CH2:25][CH2:26][O:22][CH2:23]3)=[O:17])=[C:14]([OH:21])[CH:13]=2)(=[O:9])=[O:10])[S:5][C:6]=1[Cl:7]. The yield is 0.720. (4) The reactants are [CH3:1][O:2][C:3]([C:5]1[CH:10]=[C:9]([N:11]2[CH2:16][CH2:15][N:14]([CH2:17][CH2:18][O:19][CH3:20])[CH2:13][CH2:12]2)[N:8]=[C:7](Cl)[N:6]=1)=[O:4].[C:22]1(B(O)O)[CH:27]=[CH:26][CH:25]=[CH:24][CH:23]=1.C(#N)C.C(N(CC)CC)C. The catalyst is O.C1C=CC([P]([Pd]([P](C2C=CC=CC=2)(C2C=CC=CC=2)C2C=CC=CC=2)([P](C2C=CC=CC=2)(C2C=CC=CC=2)C2C=CC=CC=2)[P](C2C=CC=CC=2)(C2C=CC=CC=2)C2C=CC=CC=2)(C2C=CC=CC=2)C2C=CC=CC=2)=CC=1. The product is [CH3:1][O:2][C:3]([C:5]1[CH:10]=[C:9]([N:11]2[CH2:16][CH2:15][N:14]([CH2:17][CH2:18][O:19][CH3:20])[CH2:13][CH2:12]2)[N:8]=[C:7]([C:22]2[CH:27]=[CH:26][CH:25]=[CH:24][CH:23]=2)[N:6]=1)=[O:4]. The yield is 0.900. (5) The reactants are [S:1]1[C:5]2[CH:6]=[CH:7][CH:8]=[CH:9][C:4]=2[N:3]=[C:2]1[N:10]1[C:14](=[O:15])[CH:13]=[C:12]([C:16]2[CH:21]=[CH:20][CH:19]=[CH:18][C:17]=2[O:22][CH3:23])[NH:11]1.CO[CH:26](OC)[N:27]([CH3:29])[CH3:28]. The catalyst is C1COCC1.C(OCC)C. The product is [S:1]1[C:5]2[CH:6]=[CH:7][CH:8]=[CH:9][C:4]=2[N:3]=[C:2]1[N:10]1[C:14](=[O:15])[C:13](=[CH:26][N:27]([CH3:29])[CH3:28])[C:12]([C:16]2[CH:21]=[CH:20][CH:19]=[CH:18][C:17]=2[O:22][CH3:23])=[N:11]1. The yield is 0.980. (6) The reactants are [C:1]([C:4]1[O:46][C:7]([CH2:8][N:9]([C:33]2[CH:38]=[CH:37][CH:36]=[C:35]([CH2:39][N:40]3[CH2:45][CH2:44][CH2:43][CH2:42][CH2:41]3)[CH:34]=2)[C:10](=[O:32])[CH2:11][CH2:12][N:13]2[CH2:17][CH2:16][N:15]([CH2:18][C:19]3[CH:24]=[C:23]([CH3:25])[CH:22]=[C:21]([CH3:26])[CH:20]=3)[C:14]2=[C:27]([C:30]#[N:31])[C:28]#[N:29])=[CH:6][CH:5]=1)([OH:3])=O.Cl.CN(C)CCCN=C=NCC.[CH3:59][S:60]([NH2:63])(=[O:62])=[O:61].O. The catalyst is ClCCl.CN(C)C1C=CN=CC=1. The product is [CH3:59][S:60]([NH:63][C:1]([C:4]1[O:46][C:7]([CH2:8][N:9]([C:33]2[CH:38]=[CH:37][CH:36]=[C:35]([CH2:39][N:40]3[CH2:41][CH2:42][CH2:43][CH2:44][CH2:45]3)[CH:34]=2)[C:10](=[O:32])[CH2:11][CH2:12][N:13]2[CH2:17][CH2:16][N:15]([CH2:18][C:19]3[CH:24]=[C:23]([CH3:25])[CH:22]=[C:21]([CH3:26])[CH:20]=3)[C:14]2=[C:27]([C:28]#[N:29])[C:30]#[N:31])=[CH:6][CH:5]=1)=[O:3])(=[O:62])=[O:61]. The yield is 0.240. (7) The catalyst is O. The reactants are [O:1]1[CH2:5][CH2:4][CH2:3][CH2:2]1.[Br:6][C:7]1[S:8][C:9](Br)=[CH:10][CH:11]=1.[CH2:13]([Li])[CH2:14][CH2:15][CH3:16]. The product is [Br:6][C:7]1[S:8][C:9]([CH:5]([C:4]2[CH:13]=[CH:14][C:15]([CH3:16])=[CH:2][CH:3]=2)[OH:1])=[CH:10][CH:11]=1. The yield is 0.775. (8) The yield is 0.700. The product is [Cl:1][C:2]1[N:3]=[CH:4][C:5]2[N:10]([CH3:15])[CH:9]=[C:8]([I:11])[C:6]=2[N:7]=1. The catalyst is C(Cl)Cl.[Br-].C([N+](CCCC)(CCCC)CCCC)CCC. The reactants are [Cl:1][C:2]1[N:3]=[CH:4][C:5]2[NH:10][CH:9]=[C:8]([I:11])[C:6]=2[N:7]=1.[OH-].[Na+].I[CH3:15].O. (9) The reactants are [N+:1]([C:4]1[CH:9]=[CH:8][C:7]([N:10]=[C:11]=S)=[CH:6][CH:5]=1)([O-:3])=[O:2].[C:13]([O:17][C:18](=[O:44])[NH:19][CH2:20][CH2:21][CH2:22][NH:23][C:24]1[CH:29]=[C:28]([C:30]([N:32]([CH2:38][CH2:39][CH:40]([CH3:42])[CH3:41])[CH2:33][CH2:34][CH:35]([CH3:37])[CH3:36])=[O:31])[CH:27]=[CH:26][C:25]=1[NH2:43])([CH3:16])([CH3:15])[CH3:14]. The catalyst is O1CCCC1. The product is [CH3:41][CH:40]([CH3:42])[CH2:39][CH2:38][N:32]([CH2:33][CH2:34][CH:35]([CH3:37])[CH3:36])[C:30]([C:28]1[CH:27]=[CH:26][C:25]2[N:43]=[C:11]([NH:10][C:7]3[CH:8]=[CH:9][C:4]([N+:1]([O-:3])=[O:2])=[CH:5][CH:6]=3)[N:23]([CH2:22][CH2:21][CH2:20][NH:19][C:18](=[O:44])[O:17][C:13]([CH3:16])([CH3:14])[CH3:15])[C:24]=2[CH:29]=1)=[O:31]. The yield is 0.880. (10) The catalyst is CO. The reactants are C[O:2][C:3]([C:5]1[S:6][C:7]([N:20]2[CH:24]=[N:23][C:22]([NH:25][C:26]3[CH:31]=[CH:30][CH:29]=[CH:28][CH:27]=3)=[N:21]2)=[CH:8][C:9]=1[O:10][CH:11]([C:13]1[CH:18]=[CH:17][CH:16]=[CH:15][C:14]=1[Cl:19])[CH3:12])=O.C(OCC)C.[NH3:37]. The yield is 0.270. The product is [Cl:19][C:14]1[CH:15]=[CH:16][CH:17]=[CH:18][C:13]=1[CH:11]([O:10][C:9]1[CH:8]=[C:7]([N:20]2[CH:24]=[N:23][C:22]([NH:25][C:26]3[CH:31]=[CH:30][CH:29]=[CH:28][CH:27]=3)=[N:21]2)[S:6][C:5]=1[C:3]([NH2:37])=[O:2])[CH3:12].